Dataset: Forward reaction prediction with 1.9M reactions from USPTO patents (1976-2016). Task: Predict the product of the given reaction. (1) Given the reactants [CH2:1]([O:5][CH2:6][CH2:7][O:8][C:9]1[CH:14]=[CH:13][C:12]([C:15]2[CH:16]=[CH:17][C:18]3[N:24]([CH2:25][CH:26]([CH3:28])[CH3:27])[CH2:23][CH2:22][C:21]([C:29]([NH:31][C:32]4[CH:37]=[CH:36][C:35]([S:38][CH2:39][C:40]5[N:41]([CH2:45][CH2:46][CH2:47][C:48]([NH:50][CH3:51])=[O:49])[CH:42]=[CH:43][N:44]=5)=[CH:34][CH:33]=4)=[O:30])=[CH:20][C:19]=3[CH:52]=2)=[CH:11][CH:10]=1)[CH2:2][CH2:3][CH3:4].ClC1C=CC=C(C(OO)=[O:61])C=1.S([O-])([O-])(=O)=S.[Na+].[Na+], predict the reaction product. The product is: [CH2:1]([O:5][CH2:6][CH2:7][O:8][C:9]1[CH:10]=[CH:11][C:12]([C:15]2[CH:16]=[CH:17][C:18]3[N:24]([CH2:25][CH:26]([CH3:27])[CH3:28])[CH2:23][CH2:22][C:21]([C:29]([NH:31][C:32]4[CH:37]=[CH:36][C:35]([S:38]([CH2:39][C:40]5[N:41]([CH2:45][CH2:46][CH2:47][C:48]([NH:50][CH3:51])=[O:49])[CH:42]=[CH:43][N:44]=5)=[O:61])=[CH:34][CH:33]=4)=[O:30])=[CH:20][C:19]=3[CH:52]=2)=[CH:13][CH:14]=1)[CH2:2][CH2:3][CH3:4]. (2) The product is: [Cl:1][C:2]1[C:3]2[S:10][CH:9]=[C:8]([CH:11]=[O:12])[C:4]=2[N:5]=[CH:6][N:7]=1. Given the reactants [Cl:1][C:2]1[C:3]2[S:10][CH:9]=[C:8]([CH2:11][OH:12])[C:4]=2[N:5]=[CH:6][N:7]=1, predict the reaction product. (3) The product is: [NH2:15][C:8]1[CH:9]=[C:10]2[C:5]([CH:4]=[CH:3][C:2]([OH:12])=[CH:1]2)=[CH:6][CH:7]=1. Given the reactants [CH:1]1[C:10]2[C:5](=[CH:6][CH:7]=[C:8](O)[CH:9]=2)[CH:4]=[CH:3][C:2]=1[OH:12].C([NH2:15])=O.S([O-])([O-])=O.[Na+].[Na+], predict the reaction product. (4) The product is: [CH3:22][C:23]1[CH:28]=[C:27]([CH3:29])[CH:26]=[CH:25][C:24]=1[N:30]1[CH2:31][CH2:32][N:33]([CH2:20][CH2:19][CH2:18][C:9]2[CH:10]=[C:11]([C:12]3[CH:17]=[CH:16][CH:15]=[CH:14][CH:13]=3)[N:7]([C:1]3[CH:6]=[CH:5][CH:4]=[CH:3][CH:2]=3)[N:8]=2)[CH2:34][CH2:35]1. Given the reactants [C:1]1([N:7]2[C:11]([C:12]3[CH:17]=[CH:16][CH:15]=[CH:14][CH:13]=3)=[CH:10][C:9]([CH2:18][CH2:19][CH:20]=O)=[N:8]2)[CH:6]=[CH:5][CH:4]=[CH:3][CH:2]=1.[CH3:22][C:23]1[CH:28]=[C:27]([CH3:29])[CH:26]=[CH:25][C:24]=1[N:30]1[CH2:35][CH2:34][NH:33][CH2:32][CH2:31]1.CCN(C(C)C)C(C)C.[BH-](OC(C)=O)(OC(C)=O)OC(C)=O.[Na+], predict the reaction product. (5) Given the reactants [NH2:1][C:2]1[C:7]2[C:8]([C:11]3[CH:16]=[CH:15][C:14]([NH:17][C:18]([C:20]4[N:21]([CH3:29])[C:22]5[C:27]([CH:28]=4)=[CH:26][CH:25]=[CH:24][CH:23]=5)=[O:19])=[C:13]([O:30][CH3:31])[CH:12]=3)=[CH:9][S:10][C:6]=2[C:5](/[CH:32]=[CH:33]/[CH2:34][CH2:35][O:36]C2CCCCO2)=[CH:4][N:3]=1.O.C1(C)C=CC(S(O)(=O)=O)=CC=1, predict the reaction product. The product is: [NH2:1][C:2]1[C:7]2[C:8]([C:11]3[CH:16]=[CH:15][C:14]([NH:17][C:18]([C:20]4[N:21]([CH3:29])[C:22]5[C:27]([CH:28]=4)=[CH:26][CH:25]=[CH:24][CH:23]=5)=[O:19])=[C:13]([O:30][CH3:31])[CH:12]=3)=[CH:9][S:10][C:6]=2[C:5](/[CH:32]=[CH:33]/[CH2:34][CH2:35][OH:36])=[CH:4][N:3]=1.